From a dataset of Experimentally validated miRNA-target interactions with 360,000+ pairs, plus equal number of negative samples. Binary Classification. Given a miRNA mature sequence and a target amino acid sequence, predict their likelihood of interaction. (1) The miRNA is mmu-miR-543-3p with sequence AAACAUUCGCGGUGCACUUCUU. The protein sequence of the target gene is MEAEETMECLQEFPEHHKMILDRLNEQREQDRFTDITLIVDGHHFKAHKAVLAACSKFFYKFFQEFTQEPLVEIEGVSKMAFRHLIEFTYTAKLMIQGEEEANDVWKAAEFLQMLEAIKALEVRNKENSAPLEENTTGKNEAKKRKIAETSNVITESLPSAESEPVEIEVEIAEGTIEVEDEGIEALEEMASAKQSIKYIQSTGSSDDSALALLADITSKYRQGESKGQISEDDCASDPISKQVEGIEIVELQLSHVKDLFHCEKCNRSFKLFYHFKEHMKSHSTESFKCEICNKRYLRE.... Result: 1 (interaction). (2) The miRNA is hsa-miR-642a-5p with sequence GUCCCUCUCCAAAUGUGUCUUG. The protein sequence of the target gene is MPAESGKRFKPSKYVPVSAAAIFLVGATTLFFAFTCPGLSLYVSPAVPIYNAIMFLFVLANFSMATFMDPGIFPRAEEDEDKEDDFRAPLYKTVEIKGIQVRMKWCATCRFYRPPRCSHCSVCDNCVEEFDHHCPWVNNCIGRRNYRYFFLFLLSLTAHIMGVFGFGLLYVLYHIEELSGVRTAVTMAVMCVAGLFFIPVAGLTGFHVVLVARGRTTNEQVTGKFRGGVNPFTNGCCNNVSRVLCSSPAPRYLGRPKKEKTIVIRPPFLRPEVSDGQITVKIMDNGIQGELRRTKSKGSL.... Result: 1 (interaction). (3) The miRNA is hsa-miR-6761-5p with sequence UCUGAGAGAGCUCGAUGGCAG. The protein sequence of the target gene is MEPENDTGISEFVLLGLSEEPELQPFLFGLFLSMYLVTVLGNLLIILATISDSHLHTPMYFFLSNLSFADICFISTTIPKMLINIQTQSRVITYAGCITQMCFFVLFGGLDSLLLAVMAYDRFVAICHPLHYTVIMNPRLCGLLVLASWMIAALNSLSQSLMVLWLSFCTDLEIPHFFCELNQVIHLACSDTFLNDMGMYFAAGLLAGGPLVGILCSYSKIVSSIRAISSAQGKYKAFSTCASHLSVVSLFCCTGLGVYLTSAATHNSHTSATASVMYTVATPMLNPFIYSLRNKDIKRA.... Result: 0 (no interaction). (4) The miRNA is hsa-miR-6801-5p with sequence UGGUCAGAGGCAGCAGGAAAUGA. The protein sequence of the target gene is MAHATPPSALEQGGPIRVEHDRQRRQFSVRLNGCHDRAVLLYEYVGKRIVDLQHTEVPDAYRGRGIAKHLAKAALDFVVEEDLKAHLTCWYIQKYVKENPLPQYLERLQP. Result: 0 (no interaction).